From a dataset of Reaction yield outcomes from USPTO patents with 853,638 reactions. Predict the reaction yield, written as a fraction of the theoretical maximum amount of product (1.0 means a 100% yield; for example, 0.34 means a 34% yield). (1) The reactants are [Na].Cl[C:3]1[N:11]=[C:10]2[C:6]([N:7]=[C:8]([OH:24])[N:9]2[CH2:12][C:13]2[CH:18]=[CH:17][CH:16]=[C:15]([CH2:19][C:20]([O:22][CH3:23])=[O:21])[CH:14]=2)=[C:5]([NH2:25])[N:4]=1.Cl.[S:27](=O)(=O)(O)O.C(=O)([O-])O.[Na+].[CH2:37]([OH:39])[CH3:38]. The catalyst is CO. The product is [OH:24][C:8]1[N:9]([CH2:12][C:13]2[CH:18]=[CH:17][CH:16]=[C:15]([CH2:19][C:20]([O:22][CH3:23])=[O:21])[CH:14]=2)[C:10]2[C:6]([N:7]=1)=[C:5]([NH2:25])[N:4]=[C:3]([S:27][CH2:38][CH2:37][OH:39])[N:11]=2. The yield is 0.490. (2) The product is [Cl:1][C:2]1[N:10]=[C:9]2[C:5]([N:6]=[CH:7][N:8]2[CH3:11])=[C:4]([NH:29][CH2:27][CH:14]([C:21]2[CH:26]=[CH:25][CH:24]=[CH:23][CH:22]=2)[C:15]2[CH:20]=[CH:19][CH:18]=[CH:17][CH:16]=2)[N:3]=1. The yield is 0.710. The reactants are [Cl:1][C:2]1[N:10]=[C:9]2[C:5]([N:6]=[CH:7][N:8]2[CH3:11])=[C:4](Cl)[N:3]=1.N[CH:14]([C:21]1[CH:26]=[CH:25][CH:24]=[CH:23][CH:22]=1)[C:15]1[CH:20]=[CH:19][CH:18]=[CH:17][CH:16]=1.[CH2:27]([N:29](CC)CC)C. The catalyst is CCCCO. (3) The reactants are [F:1][C:2]1[CH:20]=[C:19]([N+:21]([O-])=O)[CH:18]=[CH:17][C:3]=1[O:4][C:5]1[C:10]2=[C:11]([CH3:16])[C:12]([O:14][CH3:15])=[CH:13][N:9]2[N:8]=[CH:7][N:6]=1.CO.[NH4+].[Cl-]. The catalyst is C1COCC1.[Zn]. The product is [F:1][C:2]1[CH:20]=[C:19]([NH2:21])[CH:18]=[CH:17][C:3]=1[O:4][C:5]1[C:10]2=[C:11]([CH3:16])[C:12]([O:14][CH3:15])=[CH:13][N:9]2[N:8]=[CH:7][N:6]=1. The yield is 0.500. (4) The reactants are Br[C:2]1[CH:7]=[CH:6][C:5]([C:8]2[N:9]=[CH:10][C:11]([NH2:14])=[N:12][CH:13]=2)=[C:4]([F:15])[CH:3]=1.[CH3:16][N:17]([CH3:30])[S:18]([C:21]1[CH:26]=[CH:25][CH:24]=[CH:23][C:22]=1B(O)O)(=[O:20])=[O:19].C([O-])([O-])=O.[K+].[K+].C(Cl)Cl. The catalyst is C1C=CC(P(C2C=CC=CC=2)[C-]2C=CC=C2)=CC=1.C1C=CC(P(C2C=CC=CC=2)[C-]2C=CC=C2)=CC=1.Cl[Pd]Cl.[Fe+2]. The product is [NH2:14][C:11]1[N:12]=[CH:13][C:8]([C:5]2[CH:6]=[CH:7][C:2]([C:22]3[C:21]([S:18]([N:17]([CH3:30])[CH3:16])(=[O:19])=[O:20])=[CH:26][CH:25]=[CH:24][CH:23]=3)=[CH:3][C:4]=2[F:15])=[N:9][CH:10]=1. The yield is 0.400.